From a dataset of Reaction yield outcomes from USPTO patents with 853,638 reactions. Predict the reaction yield, written as a fraction of the theoretical maximum amount of product (1.0 means a 100% yield; for example, 0.34 means a 34% yield). (1) The yield is 0.854. The product is [Br:1][C:2]1[CH:7]=[C:6]([CH2:8][O:9][CH:15]2[CH2:16][CH2:17][CH2:18][CH2:19][O:14]2)[CH:5]=[C:4]([Br:10])[C:3]=1[CH2:11][C:12]#[N:13]. The catalyst is C(Cl)Cl.O.C1(C)C=CC(S(O)(=O)=O)=CC=1.O. The reactants are [Br:1][C:2]1[CH:7]=[C:6]([CH2:8][OH:9])[CH:5]=[C:4]([Br:10])[C:3]=1[CH2:11][C:12]#[N:13].[O:14]1[CH:19]=[CH:18][CH2:17][CH2:16][CH2:15]1.C(=O)(O)[O-].[Na+].[Cl-].[Na+]. (2) The reactants are [N:1]12[CH2:8][CH2:7][C:4]([C:9]([C:17]3[CH:22]=[CH:21][CH:20]=[CH:19][CH:18]=3)([C:11]3[CH:16]=[CH:15][CH:14]=[CH:13][CH:12]=3)[OH:10])([CH2:5][CH2:6]1)[CH2:3][CH2:2]2.[Br:23][CH2:24][CH2:25][CH2:26][O:27][C:28]1[CH:29]=[C:30]([C:34]2[CH:39]=[CH:38][CH:37]=[CH:36][CH:35]=2)[CH:31]=[CH:32][CH:33]=1. The catalyst is CC#N. The product is [Br-:23].[C:30]1([C:34]2[CH:39]=[CH:38][CH:37]=[CH:36][CH:35]=2)[CH:31]=[CH:32][CH:33]=[C:28]([O:27][CH2:26][CH2:25][CH2:24][N+:1]23[CH2:6][CH2:5][C:4]([C:9]([OH:10])([C:17]4[CH:22]=[CH:21][CH:20]=[CH:19][CH:18]=4)[C:11]4[CH:12]=[CH:13][CH:14]=[CH:15][CH:16]=4)([CH2:3][CH2:2]2)[CH2:7][CH2:8]3)[CH:29]=1. The yield is 0.706. (3) The reactants are [CH3:1][O:2][C:3]([C:5]1([OH:18])[C:17]2[CH:16]=[CH:15][CH:14]=[CH:13][C:12]=2[C:11]2[C:6]1=[CH:7][CH:8]=[CH:9][CH:10]=2)=[O:4].[CH3:19][N:20]1[CH2:24]C[C@@H:22](O)[CH2:21]1. The catalyst is C1(C)C=CC=CC=1. The product is [CH3:19][N:20]1[CH2:21][CH2:22][C@@H:1]([O:2][C:3]([C:5]2([OH:18])[C:17]3[CH:16]=[CH:15][CH:14]=[CH:13][C:12]=3[C:11]3[C:6]2=[CH:7][CH:8]=[CH:9][CH:10]=3)=[O:4])[CH2:24]1. The yield is 0.310. (4) The product is [Cl:12][C:3]1[S:4][C:5]2[N:6]=[CH:7][N:8]=[C:9]([OH:11])[C:10]=2[C:2]=1[CH3:1]. The reactants are [CH3:1][C:2]1[C:10]2[C:9]([OH:11])=[N:8][CH:7]=[N:6][C:5]=2[S:4][CH:3]=1.[Cl:12]Cl. The catalyst is C(O)(=O)C. The yield is 0.820. (5) The reactants are Cl[C:2]1[CH:3]=[CH:4][C:5]2[N:6]([C:8]([C:11]([F:14])([F:13])[F:12])=[N:9][N:10]=2)[N:7]=1.[Br:15][C:16]1[CH:21]=[CH:20][C:19]([C@H:22]([N:24]2[CH2:29][CH2:28][NH:27][CH2:26][CH2:25]2)[CH3:23])=[CH:18][CH:17]=1.CCN(C(C)C)C(C)C. The catalyst is CN(C=O)C. The product is [Br:15][C:16]1[CH:21]=[CH:20][C:19]([C@H:22]([N:24]2[CH2:25][CH2:26][N:27]([C:2]3[CH:3]=[CH:4][C:5]4[N:6]([C:8]([C:11]([F:14])([F:13])[F:12])=[N:9][N:10]=4)[N:7]=3)[CH2:28][CH2:29]2)[CH3:23])=[CH:18][CH:17]=1. The yield is 0.850. (6) The reactants are [CH3:1][O:2][C:3]1[CH:15]=[CH:14][C:13]2[C:12]3[C:7](=[CH:8][CH:9]=[CH:10][CH:11]=3)[NH:6][C:5]=2[CH:4]=1.Br[C:17]1[CH:22]=[C:21]([CH3:23])[CH:20]=[CH:19][N:18]=1.C1(P(C2CCCCC2)C2C=CC=CC=2C2C(OC)=CC=CC=2OC)CCCCC1.CC(C)([O-])C.[Na+]. The catalyst is C1C=CC(/C=C/C(/C=C/C2C=CC=CC=2)=O)=CC=1.C1C=CC(/C=C/C(/C=C/C2C=CC=CC=2)=O)=CC=1.C1C=CC(/C=C/C(/C=C/C2C=CC=CC=2)=O)=CC=1.[Pd].[Pd].C1(C)C=CC=CC=1. The product is [CH3:1][O:2][C:3]1[CH:15]=[CH:14][C:13]2[C:12]3[C:7](=[CH:8][CH:9]=[CH:10][CH:11]=3)[N:6]([C:17]3[CH:22]=[C:21]([CH3:23])[CH:20]=[CH:19][N:18]=3)[C:5]=2[CH:4]=1. The yield is 0.980. (7) The reactants are [CH3:1][C:2]1([CH3:34])[CH2:9][C:8](=O)[CH2:7][CH2:6][CH2:5][C:4]([CH3:12])([CH3:11])[P:3]1[C:13]1[CH:18]=[CH:17][CH:16]=[CH:15][C:14]=1[C:19]1[C:24]([CH:25]([CH3:27])[CH3:26])=[CH:23][C:22]([CH:28]([CH3:30])[CH3:29])=[CH:21][C:20]=1[CH:31]([CH3:33])[CH3:32].C(O)COCCO.O.NN.[OH-].[K+]. No catalyst specified. The product is [CH3:34][C:2]1([CH3:1])[CH2:9][CH2:8][CH2:7][CH2:6][CH2:5][C:4]([CH3:11])([CH3:12])[P:3]1[C:13]1[CH:18]=[CH:17][CH:16]=[CH:15][C:14]=1[C:19]1[C:20]([CH:31]([CH3:32])[CH3:33])=[CH:21][C:22]([CH:28]([CH3:30])[CH3:29])=[CH:23][C:24]=1[CH:25]([CH3:27])[CH3:26]. The yield is 0.410.